The task is: Predict the reactants needed to synthesize the given product.. This data is from Full USPTO retrosynthesis dataset with 1.9M reactions from patents (1976-2016). (1) Given the product [CH3:19][C@H:9]1[CH2:10][CH2:11][CH2:12][C@H:13]([CH:14]=[CH:15][CH:16]([CH3:18])[CH3:17])[NH:8]1, predict the reactants needed to synthesize it. The reactants are: C([N:8]1[C@@H:13]([CH:14]=[CH:15][CH:16]([CH3:18])[CH3:17])[CH2:12][CH2:11][CH2:10][C@@H:9]1[CH3:19])(OC(C)(C)C)=O. (2) Given the product [Cl:1][C:2]1[CH:3]=[C:4]([C:8]2[N:13]=[C:12]([NH:14][C:15]3[CH:16]=[CH:17][C:18]([CH:21]([C:27]([F:28])([F:29])[F:30])[CH2:22][OH:23])=[CH:19][CH:20]=3)[CH:11]=[C:10]([CH2:31][CH3:32])[N:9]=2)[CH:5]=[CH:6][CH:7]=1, predict the reactants needed to synthesize it. The reactants are: [Cl:1][C:2]1[CH:3]=[C:4]([C:8]2[N:13]=[C:12]([NH:14][C:15]3[CH:20]=[CH:19][C:18]([CH:21]([C:27]([F:30])([F:29])[F:28])[C:22](OCC)=[O:23])=[CH:17][CH:16]=3)[CH:11]=[C:10]([CH2:31][CH3:32])[N:9]=2)[CH:5]=[CH:6][CH:7]=1.CC(C[AlH]CC(C)C)C.